This data is from Full USPTO retrosynthesis dataset with 1.9M reactions from patents (1976-2016). The task is: Predict the reactants needed to synthesize the given product. (1) Given the product [CH2:1]([NH:8][C:9]([C:11]1[S:15][C:14]([C:22]2[NH:18][N:19]=[CH:20][CH:21]=2)=[N:13][C:12]=1[CH3:17])=[O:10])[C:2]1[CH:7]=[CH:6][CH:5]=[CH:4][CH:3]=1, predict the reactants needed to synthesize it. The reactants are: [CH2:1]([NH:8][C:9]([C:11]1[S:15][C:14](Br)=[N:13][C:12]=1[CH3:17])=[O:10])[C:2]1[CH:7]=[CH:6][CH:5]=[CH:4][CH:3]=1.[NH:18]1[C:22](B(O)O)=[CH:21][CH:20]=[N:19]1.C(=O)([O-])[O-].[K+].[K+].CCCCCC. (2) Given the product [CH3:19][O:18][C:16](=[O:17])[C:15]1[CH:20]=[CH:21][C:12]([CH2:11][N:7]2[C:8]3[CH:9]=[CH:10][C:2]([F:1])=[CH:3][C:4]=3[C:5]3[C:25](=[O:26])[N:24]([CH2:27][CH2:28][N:48]4[CH2:49][CH2:50][CH2:51][C@H:47]4[CH2:46][O:45][CH3:44])[CH2:23][CH2:22][C:6]2=3)=[CH:13][CH:14]=1, predict the reactants needed to synthesize it. The reactants are: [F:1][C:2]1[CH:10]=[CH:9][C:8]2[N:7]([CH2:11][C:12]3[CH:21]=[CH:20][C:15]([C:16]([O:18][CH3:19])=[O:17])=[CH:14][CH:13]=3)[C:6]3[CH2:22][CH2:23][N:24]([CH2:27][CH2:28]O)[C:25](=[O:26])[C:5]=3[C:4]=2[CH:3]=1.CCN(C(C)C)C(C)C.CS(Cl)(=O)=O.[CH3:44][O:45][CH2:46][C@@H:47]1[CH2:51][CH2:50][CH2:49][NH:48]1.